Dataset: Catalyst prediction with 721,799 reactions and 888 catalyst types from USPTO. Task: Predict which catalyst facilitates the given reaction. (1) Reactant: [CH2:1]([OH:4])[CH2:2][OH:3].[OH-].[Na+].[C:7]([C:11]1[CH:16]=[CH:15][C:14]([S:17]([NH:20][C:21]2[C:26]([O:27][C:28]3[CH:33]=[CH:32][CH:31]=[CH:30][C:29]=3[O:34][CH3:35])=[C:25](Cl)[N:24]=[C:23]([C:37]3[N:42]=[CH:41][CH:40]=[CH:39][N:38]=3)[N:22]=2)(=[O:19])=[O:18])=[CH:13][CH:12]=1)([CH3:10])([CH3:9])[CH3:8].C(O)(=O)C(C(C(O)=O)O)O. Product: [CH3:8][C:7]([C:11]1[CH:16]=[CH:15][C:14]([S:17]([NH:20][C:21]2[C:26]([O:27][C:28]3[CH:33]=[CH:32][CH:31]=[CH:30][C:29]=3[O:34][CH3:35])=[C:25]([O:3][CH2:2][CH2:1][OH:4])[N:24]=[C:23]([C:37]3[N:42]=[CH:41][CH:40]=[CH:39][N:38]=3)[N:22]=2)(=[O:19])=[O:18])=[CH:13][CH:12]=1)([CH3:10])[CH3:9]. The catalyst class is: 30. (2) Reactant: [O:1]([C:8]1[CH:9]=[C:10]([CH:23]=[CH:24][CH:25]=1)[CH2:11][S:12][C:13]1[S:14][C:15]2[C:21](=[O:22])[CH2:20][CH2:19][CH2:18][C:16]=2[N:17]=1)[C:2]1[CH:7]=[CH:6][CH:5]=[CH:4][CH:3]=1.[H-].[Al+3].[Li+].[H-].[H-].[H-].O.O.O.O.O.O.O.O.O.O.S([O-])([O-])(=O)=O.[Na+].[Na+]. Product: [O:1]([C:8]1[CH:9]=[C:10]([CH:23]=[CH:24][CH:25]=1)[CH2:11][S:12][C:13]1[S:14][C:15]2[CH:21]([OH:22])[CH2:20][CH2:19][CH2:18][C:16]=2[N:17]=1)[C:2]1[CH:7]=[CH:6][CH:5]=[CH:4][CH:3]=1. The catalyst class is: 7. (3) Reactant: [Br:1][C:2]1[CH:3]=[C:4]([C:8]([CH3:17])([CH3:16])[CH2:9][C:10](=[O:15])[C:11]([F:14])([F:13])[F:12])[CH:5]=[CH:6][CH:7]=1.[I-].[CH3:19][S+](C)(C)=O.[H-].[Na+]. Product: [Br:1][C:2]1[CH:3]=[C:4]([C:8]([CH3:17])([CH3:16])[CH2:9][C:10]2([C:11]([F:13])([F:14])[F:12])[CH2:19][O:15]2)[CH:5]=[CH:6][CH:7]=1. The catalyst class is: 16.